From a dataset of Forward reaction prediction with 1.9M reactions from USPTO patents (1976-2016). Predict the product of the given reaction. Given the reactants C(Cl)(=O)C(Cl)=O.CS(C)=O.[CH3:11][O:12][C:13]([N:15]1[CH2:20][CH2:19][CH:18]([CH2:21][OH:22])[CH2:17][CH2:16]1)=[O:14].C(N(CC)CC)C, predict the reaction product. The product is: [CH3:11][O:12][C:13]([N:15]1[CH2:16][CH2:17][CH:18]([CH:21]=[O:22])[CH2:19][CH2:20]1)=[O:14].